The task is: Predict the reaction yield, written as a fraction of the theoretical maximum amount of product (1.0 means a 100% yield; for example, 0.34 means a 34% yield).. This data is from Reaction yield outcomes from USPTO patents with 853,638 reactions. (1) The reactants are [CH3:1][C:2]1[CH:7]=[CH:6][C:5]([CH2:8][C:9]([OH:11])=[O:10])=[C:4]([O:12][CH2:13][C:14]2[CH:19]=[CH:18][CH:17]=[CH:16][CH:15]=2)[CH:3]=1.C(Cl)(=O)C(Cl)=O.[C:26](O)([CH3:29])([CH3:28])[CH3:27]. The catalyst is C1(C)C=CC=CC=1. The product is [C:26]([O:10][C:9](=[O:11])[CH2:8][C:5]1[CH:6]=[CH:7][C:2]([CH3:1])=[CH:3][C:4]=1[O:12][CH2:13][C:14]1[CH:19]=[CH:18][CH:17]=[CH:16][CH:15]=1)([CH3:29])([CH3:28])[CH3:27]. The yield is 0.928. (2) The reactants are C([O:3][C:4](=[O:23])[CH:5](C#N)[CH:6]([C:14]1[CH:19]=[CH:18][C:17]([Br:20])=[CH:16][CH:15]=1)[C:7]1[CH:12]=[CH:11][C:10]([Cl:13])=[CH:9][CH:8]=1)C.C(O)(=O)C.S(=O)(=O)(O)O. The catalyst is O. The product is [Br:20][C:17]1[CH:16]=[CH:15][C:14]([CH:6]([C:7]2[CH:8]=[CH:9][C:10]([Cl:13])=[CH:11][CH:12]=2)[CH2:5][C:4]([OH:23])=[O:3])=[CH:19][CH:18]=1. The yield is 0.500. (3) The reactants are [Cl:1][C:2]1[C:3]([F:32])=[C:4]([CH:25]=[C:26]([C:28]([F:31])([F:30])[F:29])[CH:27]=1)[CH2:5][C:6]([OH:24])([CH2:11][C:12](C1C2OCCC=2C=CC=1)([CH3:14])[CH3:13])[C:7]([F:10])([F:9])[F:8].Cl[C:34]1[C:35](=[O:46])[C:36]([C:44]#N)=[C:37](C#N)[C:38](=O)[C:39]=1Cl.[C:47]1(C)C=CC=CC=1. The catalyst is CCOC(C)=O.[OH-].[Na+]. The product is [O:46]1[C:35]2=[C:34]([CH:11]([CH:12]([CH3:13])[CH3:14])[C:6]([CH2:5][C:4]3[CH:25]=[C:26]([C:28]([F:29])([F:31])[F:30])[CH:27]=[C:2]([Cl:1])[C:3]=3[F:32])([OH:24])[C:7]([F:8])([F:10])[F:9])[CH:47]=[CH:44][C:36]2=[CH:37][CH:38]=[CH:39]1. The yield is 0.500. (4) The reactants are [C:1]([NH2:5])([CH3:4])([CH3:3])[CH3:2].[Cl:6][CH2:7][CH2:8][CH2:9][S:10](Cl)(=[O:12])=[O:11]. The catalyst is C1COCC1. The product is [C:1]([NH:5][S:10]([CH2:9][CH2:8][CH2:7][Cl:6])(=[O:12])=[O:11])([CH3:4])([CH3:3])[CH3:2]. The yield is 0.990. (5) The reactants are F.F.F.C(N(CC)CC)C.C(N(CC)CC)C.[Si]([O:35][CH2:36][C@H:37]1[O:41][C@@H:40]([N:42]2[CH:49]=[C:48]([CH3:50])[C:46](=[O:47])[NH:45][C:43]2=[O:44])[C@H:39]([O:51][CH2:52][CH2:53][O:54][N:55]([CH3:57])[CH3:56])[C@@H:38]1[OH:58])(C(C)(C)C)(C1C=CC=CC=1)C1C=CC=CC=1.CO. The catalyst is C1COCC1.C(Cl)Cl. The product is [CH3:56][N:55]([CH3:57])[O:54][CH2:53][CH2:52][O:51][C@@H:39]1[C@H:38]([OH:58])[C@@H:37]([CH2:36][OH:35])[O:41][C@H:40]1[N:42]1[CH:49]=[C:48]([CH3:50])[C:46](=[O:47])[NH:45][C:43]1=[O:44]. The yield is 0.925. (6) The reactants are [CH2:1]([NH2:6])[CH2:2][CH2:3][CH2:4][CH3:5].[OH-].[Na+].[C:9]1([CH3:21])[CH:14]=[C:13]([CH3:15])[CH:12]=[C:11]([CH3:16])[C:10]=1[S:17](Cl)(=[O:19])=[O:18].CCCCCC.CCOC(C)=O. The catalyst is C(Cl)(Cl)Cl. The product is [CH2:1]([NH:6][S:17]([C:10]1[C:11]([CH3:16])=[CH:12][C:13]([CH3:15])=[CH:14][C:9]=1[CH3:21])(=[O:19])=[O:18])[CH2:2][CH2:3][CH2:4][CH3:5]. The yield is 1.00. (7) The reactants are [Li]CCCC.[F:6][C:7]([F:20])([F:19])[C:8]1[CH:13]=[CH:12][C:11]([C:14]2[S:15][CH:16]=[CH:17][N:18]=2)=[CH:10][CH:9]=1.[N:21]1[CH:26]=[CH:25][C:24]([C:27](=[O:29])[CH3:28])=[CH:23][CH:22]=1. The catalyst is C1COCC1. The product is [N:21]1[CH:26]=[CH:25][C:24]([C:27]([C:16]2[S:15][C:14]([C:11]3[CH:10]=[CH:9][C:8]([C:7]([F:6])([F:19])[F:20])=[CH:13][CH:12]=3)=[N:18][CH:17]=2)([OH:29])[CH3:28])=[CH:23][CH:22]=1. The yield is 0.800.